From a dataset of Forward reaction prediction with 1.9M reactions from USPTO patents (1976-2016). Predict the product of the given reaction. Given the reactants Cl.Cl.[O:3]1[C:7]2[CH:8]=[CH:9][CH:10]=[C:11]([CH:12]3[CH2:17][CH2:16][N:15]([CH2:18][CH2:19][C@H:20]4[CH2:25][CH2:24][C@H:23]([NH2:26])[CH2:22][CH2:21]4)[CH2:14][CH2:13]3)[C:6]=2[CH2:5][CH2:4]1.[N:27]1[C:36]2[C:31](=[CH:32][CH:33]=[CH:34][CH:35]=2)[C:30]([C:37](O)=[O:38])=[CH:29][CH:28]=1, predict the reaction product. The product is: [O:3]1[C:7]2[CH:8]=[CH:9][CH:10]=[C:11]([CH:12]3[CH2:17][CH2:16][N:15]([CH2:18][CH2:19][C@H:20]4[CH2:21][CH2:22][C@H:23]([NH:26][C:37]([C:30]5[C:31]6[C:36](=[CH:35][CH:34]=[CH:33][CH:32]=6)[N:27]=[CH:28][CH:29]=5)=[O:38])[CH2:24][CH2:25]4)[CH2:14][CH2:13]3)[C:6]=2[CH2:5][CH2:4]1.